From a dataset of Forward reaction prediction with 1.9M reactions from USPTO patents (1976-2016). Predict the product of the given reaction. (1) Given the reactants [C:1](OCC)(OCC)(OCC)[CH3:2].[F:12][C:13]1[CH:18]=[CH:17][C:16]([C:19]2[CH:23]=[C:22]([CH2:24][NH:25][C:26]3[C:35]4[C:30](=[CH:31][CH:32]=[CH:33][N:34]=4)[N:29]=[CH:28][C:27]=3[NH2:36])[O:21][N:20]=2)=[CH:15][CH:14]=1, predict the reaction product. The product is: [F:12][C:13]1[CH:14]=[CH:15][C:16]([C:19]2[CH:23]=[C:22]([CH2:24][N:25]3[C:26]4[C:35]5[N:34]=[CH:33][CH:32]=[CH:31][C:30]=5[N:29]=[CH:28][C:27]=4[N:36]=[C:1]3[CH3:2])[O:21][N:20]=2)=[CH:17][CH:18]=1. (2) Given the reactants [F:1][C:2]1[CH:3]=[C:4]([C@:15]([NH:30][S@@](C(C)(C)C)=O)([C:23]2[CH:28]=[CH:27][C:26]([F:29])=[CH:25][CH:24]=2)[CH2:16][C:17]2[CH:22]=[CH:21][CH:20]=[CH:19][CH:18]=2)[CH:5]=[C:6]([O:8][C:9]([F:14])([F:13])[CH:10]([F:12])[F:11])[CH:7]=1.CO, predict the reaction product. The product is: [F:1][C:2]1[CH:3]=[C:4]([C@@:15]([C:23]2[CH:28]=[CH:27][C:26]([F:29])=[CH:25][CH:24]=2)([NH2:30])[CH2:16][C:17]2[CH:22]=[CH:21][CH:20]=[CH:19][CH:18]=2)[CH:5]=[C:6]([O:8][C:9]([F:14])([F:13])[CH:10]([F:12])[F:11])[CH:7]=1. (3) The product is: [Cl:22][C:23]1[CH:24]=[C:25]2[C:29](=[CH:30][CH:31]=1)[NH:28][C:27](=[O:32])[C:26]2=[CH:20][C:3]1[NH:4][C:5]2[CH2:11][CH2:10][CH2:9][N:8]([CH2:12][CH2:13][N:14]3[CH2:15][CH2:16][CH2:17][CH2:18]3)[C:7](=[O:19])[C:6]=2[C:2]=1[CH3:1]. Given the reactants [CH3:1][C:2]1[C:6]2[C:7](=[O:19])[N:8]([CH2:12][CH2:13][N:14]3[CH2:18][CH2:17][CH2:16][CH2:15]3)[CH2:9][CH2:10][CH2:11][C:5]=2[NH:4][C:3]=1[CH:20]=O.[Cl:22][C:23]1[CH:24]=[C:25]2[C:29](=[CH:30][CH:31]=1)[NH:28][C:27](=[O:32])[CH2:26]2, predict the reaction product. (4) Given the reactants N.[C:2]([O:6][C:7]([N:9]([C:17]1[CH:22]=[C:21]([O:23][CH3:24])[C:20]([C:25]#[N:26])=[C:19]([CH3:27])[N:18]=1)[C:10](=[O:16])[O:11][C:12]([CH3:15])([CH3:14])[CH3:13])=[O:8])([CH3:5])([CH3:4])[CH3:3], predict the reaction product. The product is: [NH2:26][CH2:25][C:20]1[C:21]([O:23][CH3:24])=[CH:22][C:17]([N:9]([C:7]([O:6][C:2]([CH3:5])([CH3:4])[CH3:3])=[O:8])[C:10](=[O:16])[O:11][C:12]([CH3:13])([CH3:14])[CH3:15])=[N:18][C:19]=1[CH3:27]. (5) Given the reactants [CH2:1](O)[C@H:2]1[O:7][C@H:6]([O:8][C@:9]2(CO)O[C@H](CO)[C@@H](O)[C@@H]2O)[C@H:5](O)[C@@H:4](O)[C@@H:3]1O.[C:24]([O-])(=O)[CH2:25][CH2:26][CH2:27][CH2:28][CH2:29][CH2:24][CH2:25][CH2:26][CH2:27][CH2:28][CH3:29].[Na+].OO, predict the reaction product. The product is: [C:6]([O:8][CH3:9])(=[O:7])[CH2:5][CH2:4][CH2:3][CH2:2][CH2:1][CH2:24][CH2:25][CH2:26][CH2:27][CH2:28][CH3:29]. (6) Given the reactants [NH2:1][C:2]1[NH:6][N:5]=[C:4]([C:7]([CH3:10])([CH3:9])[CH3:8])[CH:3]=1.[CH3:11][C:12]1[CH:27]=[CH:26][C:15]([O:16][C:17]2[CH:22]=[CH:21][C:20]([N:23]=[C:24]=[O:25])=[CH:19][CH:18]=2)=[CH:14][CH:13]=1, predict the reaction product. The product is: [C:7]([C:4]1[CH:3]=[C:2]([NH:1][C:24]([NH:23][C:20]2[CH:19]=[CH:18][C:17]([O:16][C:15]3[CH:26]=[CH:27][C:12]([CH3:11])=[CH:13][CH:14]=3)=[CH:22][CH:21]=2)=[O:25])[NH:6][N:5]=1)([CH3:10])([CH3:9])[CH3:8].